From a dataset of Forward reaction prediction with 1.9M reactions from USPTO patents (1976-2016). Predict the product of the given reaction. (1) Given the reactants [C:1]([O:5][C:6]([N:8]1[CH2:13][CH2:12][N:11]([CH2:14][C:15]2[CH:20]=[CH:19][CH:18]=[CH:17][CH:16]=2)[CH2:10][C@@H:9]1[CH2:21][CH:22]=O)=[O:7])([CH3:4])([CH3:3])[CH3:2].C[O-].[Na+], predict the reaction product. The product is: [C:1]([O:5][C:6]([N:8]1[CH2:13][CH2:12][N:11]([CH2:14][C:15]2[CH:20]=[CH:19][CH:18]=[CH:17][CH:16]=2)[CH2:10][C@@H:9]1[CH2:21][CH:22]=[CH:14][C:15]1[CH:20]=[CH:19][CH:18]=[CH:17][CH:16]=1)=[O:7])([CH3:4])([CH3:3])[CH3:2]. (2) Given the reactants C([N:4]([S:34]([CH2:37][C:38]1[CH:43]=[CH:42][CH:41]=[CH:40][CH:39]=1)(=[O:36])=[O:35])[C:5]([CH:7]1[CH2:12][CH2:11][N:10]([C:13]2[C:23]([C:24]#[N:25])=[CH:22][C:16]([C:17]([O:19][CH2:20][CH3:21])=[O:18])=[C:15]([O:26]S(C(F)(F)F)(=O)=O)[N:14]=2)[CH2:9][CH2:8]1)=[O:6])C=C.CC1(C)C2C(=C(P(C3C=CC=CC=3)C3C=CC=CC=3)C=CC=2)OC2C(P(C3C=CC=CC=3)C3C=CC=CC=3)=CC=CC1=2.[C:86]([O:90]CC)(=[O:89])[CH2:87]O.CCN(C(C)C)C(C)C, predict the reaction product. The product is: [CH2:37]([S:34]([NH:4][C:5]([CH:7]1[CH2:8][CH2:9][N:10]([C:13]2[N:14]=[C:15]([O:26][CH2:87][C:86]([OH:90])=[O:89])[C:16]([C:17]([O:19][CH2:20][CH3:21])=[O:18])=[CH:22][C:23]=2[C:24]#[N:25])[CH2:11][CH2:12]1)=[O:6])(=[O:35])=[O:36])[C:38]1[CH:39]=[CH:40][CH:41]=[CH:42][CH:43]=1. (3) Given the reactants [CH:1]1([NH:4][C:5](=[O:30])[C:6]2[CH:11]=[CH:10][C:9]([C:12]3[N:16]4[N:17]=[C:18](SC)[CH:19]=[C:20]([NH:21][CH2:22][C:23]([OH:26])([CH3:25])[CH3:24])[C:15]4=[N:14][CH:13]=3)=[CH:8][C:7]=2[CH3:29])[CH2:3][CH2:2]1.O[O:32][S:33]([O-:35])=O.[K+].O.[CH3:38]N(C)C=O, predict the reaction product. The product is: [CH:1]1([NH:4][C:5](=[O:30])[C:6]2[CH:11]=[CH:10][C:9]([C:12]3[N:16]4[N:17]=[C:18]([S:33]([CH3:38])(=[O:35])=[O:32])[CH:19]=[C:20]([NH:21][CH2:22][C:23]([OH:26])([CH3:25])[CH3:24])[C:15]4=[N:14][CH:13]=3)=[CH:8][C:7]=2[CH3:29])[CH2:2][CH2:3]1. (4) Given the reactants [C:1]1([CH2:7][O:8][C:9]2[CH:14]=[CH:13][C:12]([CH2:15][CH2:16][C:17]([O:19]C)=[O:18])=[CH:11][CH:10]=2)[CH:6]=[CH:5][CH:4]=[CH:3][CH:2]=1.[OH-].[Na+].Cl, predict the reaction product. The product is: [C:1]1([CH2:7][O:8][C:9]2[CH:10]=[CH:11][C:12]([CH2:15][CH2:16][C:17]([OH:19])=[O:18])=[CH:13][CH:14]=2)[CH:6]=[CH:5][CH:4]=[CH:3][CH:2]=1. (5) Given the reactants Cl[C:2]1[NH:3][C:4](=[O:14])[C:5]2[C:10]([CH:11]=1)=[C:9]([CH3:12])[CH:8]=[C:7]([CH3:13])[CH:6]=2.[CH3:15][N:16]1[CH2:21][CH2:20][NH:19][CH2:18][CH2:17]1, predict the reaction product. The product is: [CH3:12][C:9]1[CH:8]=[C:7]([CH3:13])[CH:6]=[C:5]2[C:10]=1[CH:11]=[C:2]([N:19]1[CH2:20][CH2:21][N:16]([CH3:15])[CH2:17][CH2:18]1)[NH:3][C:4]2=[O:14]. (6) Given the reactants S(Cl)(Cl)=O.[Br:5][C:6]1[CH:11]=[CH:10][C:9]([N:12]2[C:16]([CH3:17])=[C:15]([C:18]([OH:20])=[O:19])[CH:14]=[N:13]2)=[CH:8][CH:7]=1.[C:21]1(C)C=CC=C[CH:22]=1, predict the reaction product. The product is: [CH2:21]([O:19][C:18]([C:15]1[CH:14]=[N:13][N:12]([C:9]2[CH:8]=[CH:7][C:6]([Br:5])=[CH:11][CH:10]=2)[C:16]=1[CH3:17])=[O:20])[CH3:22]. (7) Given the reactants [NH2:1][C:2]1[C:7]([C:8]([F:11])([F:10])[F:9])=[CH:6][CH:5]=[CH:4][C:3]=1[C:12]([C:14]1[CH:19]=[CH:18][CH:17]=[C:16]([OH:20])[CH:15]=1)=O.[CH3:21][O:22][C:23]1[CH:28]=[CH:27][CH:26]=[CH:25][C:24]=1[CH2:29][CH:30]=O, predict the reaction product. The product is: [CH3:21][O:22][C:23]1[CH:28]=[CH:27][CH:26]=[CH:25][C:24]=1[C:29]1[CH:30]=[N:1][C:2]2[C:3]([C:12]=1[C:14]1[CH:15]=[C:16]([OH:20])[CH:17]=[CH:18][CH:19]=1)=[CH:4][CH:5]=[CH:6][C:7]=2[C:8]([F:11])([F:10])[F:9]. (8) The product is: [Cl:31][C:27]1[CH:26]=[C:25]2[NH:24][C:23](=[O:32])[C:9]3([CH:8]([C:6]4[CH:7]=[C:2]([Cl:1])[CH:3]=[CH:4][C:5]=4[O:33][C:34]([CH2:42][CH3:43])([CH2:44][CH3:45])[C:35]([NH:37][S:38]([CH3:41])(=[O:40])=[O:39])=[O:36])[CH2:13][C:12](=[S:47])[NH:11][CH:10]3[C:15]3[CH:20]=[C:19]([F:21])[CH:18]=[CH:17][C:16]=3[CH3:22])[C:30]2=[CH:29][CH:28]=1. Given the reactants [Cl:1][C:2]1[CH:3]=[CH:4][C:5]([O:33][C:34]([CH2:44][CH3:45])([CH2:42][CH3:43])[C:35]([NH:37][S:38]([CH3:41])(=[O:40])=[O:39])=[O:36])=[C:6]([CH:8]2[CH2:13][C:12](=O)[NH:11][CH:10]([C:15]3[CH:20]=[C:19]([F:21])[CH:18]=[CH:17][C:16]=3[CH3:22])[C:9]32[C:30]2[C:25](=[CH:26][C:27]([Cl:31])=[CH:28][CH:29]=2)[NH:24][C:23]3=[O:32])[CH:7]=1.P12(SP3(SP(SP(S3)(S1)=S)(=S)S2)=S)=[S:47], predict the reaction product. (9) Given the reactants CC(C)[O-:3].[Sm+3].CC(C)[O-].CC(C)[O-].C1([As](=O)(C2C=CC=CC=2)C2C=CC=CC=2)C=CC=CC=1.[As](C1C=CC=CC=1)(C1C=CC=CC=1)C1C=CC=CC=1.C(OO)(C)(C)C.[CH:59]1([NH:62][C:63](=[O:69])/[CH:64]=[CH:65]/[CH2:66][CH2:67][CH3:68])[CH2:61][CH2:60]1, predict the reaction product. The product is: [CH:59]1([NH:62][C:63]([CH:64]2[CH:65]([CH2:66][CH2:67][CH3:68])[O:3]2)=[O:69])[CH2:61][CH2:60]1.